Task: Predict the product of the given reaction.. Dataset: Forward reaction prediction with 1.9M reactions from USPTO patents (1976-2016) (1) The product is: [ClH:19].[Cl:19][CH2:14][C:13]1[C:4]([NH:3][CH2:1][CH3:2])=[N:5][C:6]2[C:11]([CH:12]=1)=[CH:10][C:9]([CH3:16])=[CH:8][CH:7]=2. Given the reactants [CH2:1]([NH:3][C:4]1[C:13]([CH2:14]O)=[CH:12][C:11]2[C:6](=[CH:7][CH:8]=[C:9]([CH3:16])[CH:10]=2)[N:5]=1)[CH3:2].S(Cl)([Cl:19])=O, predict the reaction product. (2) Given the reactants [F:1][C:2]1[CH:28]=[CH:27][C:5]([CH2:6][N:7]2[C:19](=[O:20])[C:18]3[C:17]([OH:21])=[C:16]4[C:11]([CH:12]=[CH:13][CH:14]=[N:15]4)=[C:10]([NH:22][S:23]([CH3:26])(=[O:25])=[O:24])[C:9]=3[CH2:8]2)=[CH:4][CH:3]=1.[CH3:29]C(C)=O.[OH-].[K+].COS(OC)(=O)=O, predict the reaction product. The product is: [F:1][C:2]1[CH:3]=[CH:4][C:5]([CH2:6][N:7]2[C:19](=[O:20])[C:18]3[C:17]([OH:21])=[C:16]4[C:11]([CH:12]=[CH:13][CH:14]=[N:15]4)=[C:10]([N:22]([CH3:29])[S:23]([CH3:26])(=[O:25])=[O:24])[C:9]=3[CH2:8]2)=[CH:27][CH:28]=1. (3) Given the reactants [Cl:1][C:2]1[CH:3]=[C:4]([C:12]2[S:13][CH:14]=[CH:15][N:16]=2)[CH:5]=[CH:6][C:7]=1[O:8][CH:9]([CH3:11])[CH3:10].[Br:17]Br, predict the reaction product. The product is: [Br:17][C:14]1[S:13][C:12]([C:4]2[CH:5]=[CH:6][C:7]([O:8][CH:9]([CH3:11])[CH3:10])=[C:2]([Cl:1])[CH:3]=2)=[N:16][CH:15]=1. (4) Given the reactants [C:1]([O:5][C:6]([NH:8][C:9]1[S:10][CH:11]=[C:12]([C:14]([O:16]CC)=[O:15])[N:13]=1)=[O:7])([CH3:4])([CH3:3])[CH3:2].O.[OH-].[Li+].O1CCOCC1, predict the reaction product. The product is: [C:1]([O:5][C:6]([NH:8][C:9]1[S:10][CH:11]=[C:12]([C:14]([OH:16])=[O:15])[N:13]=1)=[O:7])([CH3:4])([CH3:2])[CH3:3]. (5) The product is: [CH3:13][C:3]1[C:2]([CH2:16][CH:15]=[CH2:14])=[CH:11][CH:10]=[C:9]2[C:4]=1[CH2:5][CH2:6][O:7][C:8]2=[O:12]. Given the reactants Br[C:2]1[C:3]([CH3:13])=[C:4]2[C:9](=[CH:10][CH:11]=1)[C:8](=[O:12])[O:7][CH2:6][CH2:5]2.[CH2:14]([Sn](CCCC)(CCCC)CCCC)[CH:15]=[CH2:16].[Cl-].[Li+].C1(C)C=CC=CC=1, predict the reaction product. (6) Given the reactants [F:1][CH:2]([F:10])[C:3]([OH:9])=[CH:4][C:5]([O:7][CH3:8])=[O:6], predict the reaction product. The product is: [F:1][CH:2]([F:10])[C:3](=[O:9])[CH2:4][C:5]([O:7][CH3:8])=[O:6]. (7) Given the reactants [CH3:1][C:2]1[N:6]=[C:5]([CH:7]2[CH2:12][CH2:11][CH2:10][N:9](C(OC(C)(C)C)=O)[CH2:8]2)[S:4][N:3]=1.[ClH:20], predict the reaction product. The product is: [ClH:20].[CH3:1][C:2]1[N:6]=[C:5]([CH:7]2[CH2:12][CH2:11][CH2:10][NH:9][CH2:8]2)[S:4][N:3]=1.